This data is from Reaction yield outcomes from USPTO patents with 853,638 reactions. The task is: Predict the reaction yield, written as a fraction of the theoretical maximum amount of product (1.0 means a 100% yield; for example, 0.34 means a 34% yield). (1) The reactants are F[C:2]1[CH:7]=[CH:6][C:5]([N+:8]([O-:10])=[O:9])=[CH:4][CH:3]=1.C(N(CC)CC)C.[NH:18]1[CH2:23][CH2:22][O:21][CH2:20][CH2:19]1. The catalyst is CC(O)C. The product is [N+:8]([C:5]1[CH:6]=[CH:7][C:2]([N:18]2[CH2:23][CH2:22][O:21][CH2:20][CH2:19]2)=[CH:3][CH:4]=1)([O-:10])=[O:9]. The yield is 0.980. (2) The reactants are [F:1][C:2]([F:15])([F:14])[C:3]1[CH:12]=[CH:11][C:10]2[C:9]([OH:13])=[CH:8][CH:7]=[CH:6][C:5]=2[N:4]=1.N1C=CC=CC=1.[F:22][C:23]([F:36])([F:35])[S:24](O[S:24]([C:23]([F:36])([F:35])[F:22])(=[O:26])=[O:25])(=[O:26])=[O:25].O. The catalyst is C(Cl)Cl. The product is [F:22][C:23]([F:36])([F:35])[S:24]([O:13][C:9]1[CH:8]=[CH:7][CH:6]=[C:5]2[C:10]=1[CH:11]=[CH:12][C:3]([C:2]([F:1])([F:14])[F:15])=[N:4]2)(=[O:26])=[O:25]. The yield is 0.930. (3) The reactants are [OH:1][CH2:2][C@@H:3]1[CH2:7][N:6]([C:8]([O:10][C:11]([CH3:14])([CH3:13])[CH3:12])=[O:9])[C@H:5]([C:15]([O:17][CH3:18])=[O:16])[CH2:4]1.[C:19](C1C=CC=C(C(C)(C)C)N=1)(C)(C)C.CI. The catalyst is C(Cl)Cl.C(S([O-])(=O)=O)(F)(F)F.[Ag+]. The product is [CH3:19][O:1][CH2:2][C@@H:3]1[CH2:7][N:6]([C:8]([O:10][C:11]([CH3:13])([CH3:14])[CH3:12])=[O:9])[C@H:5]([C:15]([O:17][CH3:18])=[O:16])[CH2:4]1. The yield is 0.780. (4) The reactants are CN([CH2:4][C:5]1[O:12][C:11]2[CH:10]=[C:9]([C:13]([O:15][CH3:16])=[O:14])[NH:8][C:7]=2[CH:6]=1)C.CI.[BH4-].[Na+].Cl.CC1CCCCC1.C. No catalyst specified. The product is [CH3:4][C:5]1[O:12][C:11]2[CH:10]=[C:9]([C:13]([O:15][CH3:16])=[O:14])[NH:8][C:7]=2[CH:6]=1. The yield is 0.530. (5) The reactants are [OH:1][C:2]1[CH:11]=[CH:10][C:5]([C:6]([O:8][CH3:9])=[O:7])=[CH:4][CH:3]=1.[H-].[Na+].[Br:14][C:15]1[CH:16]=[N:17][C:18](Cl)=[N:19][CH:20]=1. The catalyst is CN(C=O)C. The product is [CH3:9][O:8][C:6](=[O:7])[C:5]1[CH:4]=[CH:3][C:2]([O:1][C:18]2[N:19]=[CH:20][C:15]([Br:14])=[CH:16][N:17]=2)=[CH:11][CH:10]=1. The yield is 0.890.